This data is from Full USPTO retrosynthesis dataset with 1.9M reactions from patents (1976-2016). The task is: Predict the reactants needed to synthesize the given product. (1) The reactants are: [NH2:1][C:2]1[N:11]=[CH:10][C:9]2[CH2:8][CH2:7][C:6]3[C:12]([C:16]([NH:18][C:19]4[C:24]([CH2:25][CH3:26])=[CH:23][CH:22]=[CH:21][C:20]=4[CH2:27][CH3:28])=[O:17])=[N:13][N:14]([CH3:15])[C:5]=3[C:4]=2[N:3]=1.[C:29]([N:36]1[CH2:41][CH2:40][C:39](=O)[CH2:38][CH2:37]1)([O:31][C:32]([CH3:35])([CH3:34])[CH3:33])=[O:30].C(O)(C(F)(F)F)=O.[BH-](OC(C)=O)(OC(C)=O)OC(C)=O.[Na+].[OH-].[Na+]. Given the product [CH2:27]([C:20]1[CH:21]=[CH:22][CH:23]=[C:24]([CH2:25][CH3:26])[C:19]=1[NH:18][C:16]([C:12]1[C:6]2[CH2:7][CH2:8][C:9]3[CH:10]=[N:11][C:2]([NH:1][CH:39]4[CH2:40][CH2:41][N:36]([C:29]([O:31][C:32]([CH3:35])([CH3:34])[CH3:33])=[O:30])[CH2:37][CH2:38]4)=[N:3][C:4]=3[C:5]=2[N:14]([CH3:15])[N:13]=1)=[O:17])[CH3:28], predict the reactants needed to synthesize it. (2) Given the product [F:27][C:18]1[C:19]([C:20]([O:22][CH3:23])=[O:21])=[CH:24][C:25]([F:26])=[C:16]2[C:17]=1[CH:28]=[CH:29][NH:15]2, predict the reactants needed to synthesize it. The reactants are: ClC1C(C(OC)=O)=CC=C2C=1C=CN2.[NH2:15][C:16]1[C:25]([F:26])=[CH:24][C:19]([C:20]([O:22][CH3:23])=[O:21])=[C:18]([F:27])[C:17]=1[C:28]#[CH:29]. (3) Given the product [CH2:9]([O:8][C:6]1[CH:7]=[C:2]([O:27][C:24]2[CH:25]=[CH:26][C:21]([C:19]#[N:20])=[CH:22][CH:23]=2)[N:3]=[CH:4][N:5]=1)[C:10]#[C:11][CH3:12], predict the reactants needed to synthesize it. The reactants are: Cl[C:2]1[CH:7]=[C:6]([O:8][CH2:9][C:10]#[C:11][CH3:12])[N:5]=[CH:4][N:3]=1.C(=O)([O-])[O-].[K+].[K+].[C:19]([C:21]1[CH:26]=[CH:25][C:24]([OH:27])=[CH:23][CH:22]=1)#[N:20].[Cl-].[NH4+]. (4) Given the product [Cl:9][C:8]1[N:4]2[CH2:3][CH2:2][NH:1][CH2:23][C:5]2=[C:6]([C:18]([O:20][CH3:21])=[O:19])[C:7]=1[C:10]1[CH:15]=[CH:14][CH:13]=[C:12]([C:16]#[N:17])[CH:11]=1, predict the reactants needed to synthesize it. The reactants are: [NH2:1][CH2:2][CH2:3][N:4]1[C:8]([Cl:9])=[C:7]([C:10]2[CH:15]=[CH:14][CH:13]=[C:12]([C:16]#[N:17])[CH:11]=2)[C:6]([C:18]([O:20][CH3:21])=[O:19])=[CH:5]1.Cl.[CH2:23]=O.N. (5) Given the product [CH2:1]([O:8][C:9]1[CH:14]=[C:13]([S:18][CH3:17])[CH:12]=[C:11]([Br:16])[CH:10]=1)[C:2]1[CH:7]=[CH:6][CH:5]=[CH:4][CH:3]=1, predict the reactants needed to synthesize it. The reactants are: [CH2:1]([O:8][C:9]1[CH:14]=[C:13](Br)[CH:12]=[C:11]([Br:16])[CH:10]=1)[C:2]1[CH:7]=[CH:6][CH:5]=[CH:4][CH:3]=1.[CH3:17][S-:18].[Na+].C(OCC)C.O. (6) Given the product [CH3:41][N:42]([CH3:43])[CH:2]([CH2:33][CH3:34])[C:3]([C:5]1[CH:10]=[CH:9][C:8]([S:11][CH2:12][CH2:13][C:14]([F:32])([F:31])[C:15]([F:30])([F:29])[C:16]([F:28])([F:27])[C:17]([F:26])([F:25])[C:18]([F:24])([F:23])[C:19]([F:22])([F:21])[F:20])=[CH:7][CH:6]=1)=[O:4], predict the reactants needed to synthesize it. The reactants are: Br[CH:2]([CH2:33][CH3:34])[C:3]([C:5]1[CH:10]=[CH:9][C:8]([S:11][CH2:12][CH2:13][C:14]([F:32])([F:31])[C:15]([F:30])([F:29])[C:16]([F:28])([F:27])[C:17]([F:26])([F:25])[C:18]([F:24])([F:23])[C:19]([F:22])([F:21])[F:20])=[CH:7][CH:6]=1)=[O:4].C([O-])([O-])=O.[K+].[K+].[CH3:41][NH:42][CH3:43].O. (7) Given the product [CH3:1][O:2][C:3]([C@@H:5]1[C@@H:9]([CH2:10][OH:11])[CH2:8][N:7]([C:19]([O:21][C:22]([CH3:25])([CH3:24])[CH3:23])=[O:20])[CH2:6]1)=[O:4], predict the reactants needed to synthesize it. The reactants are: [CH3:1][O:2][C:3]([C@@H:5]1[C@@H:9]([C:10](C)(C)[O:11][SiH2]C(C)(C)C)[CH2:8][N:7]([C:19]([O:21][C:22]([CH3:25])([CH3:24])[CH3:23])=[O:20])[CH2:6]1)=[O:4].O. (8) Given the product [CH3:1][C:2]1([CH3:20])[O:6][C@H:5]([CH2:7][O:8][C:9]2[C:16]([CH3:17])=[CH:15][C:12]([C:13]([NH:27][OH:28])=[NH:14])=[CH:11][C:10]=2[CH2:18][CH3:19])[CH2:4][O:3]1, predict the reactants needed to synthesize it. The reactants are: [CH3:1][C:2]1([CH3:20])[O:6][C@H:5]([CH2:7][O:8][C:9]2[C:16]([CH3:17])=[CH:15][C:12]([C:13]#[N:14])=[CH:11][C:10]=2[CH2:18][CH3:19])[CH2:4][O:3]1.C([O-])(O)=O.[Na+].Cl.[NH2:27][OH:28].